From a dataset of Catalyst prediction with 721,799 reactions and 888 catalyst types from USPTO. Predict which catalyst facilitates the given reaction. (1) The catalyst class is: 2. Reactant: [Cl:1][C:2]1[CH:3]=[N:4][CH:5]=[CH:6][C:7]=1[CH:8]([OH:20])[CH2:9][C:10]1[CH:15]=[CH:14][C:13]([C:16]([F:19])([F:18])[F:17])=[CH:12][CH:11]=1.CC(OI1(OC(C)=O)(OC(C)=O)OC(=O)C2C=CC=CC1=2)=O. Product: [Cl:1][C:2]1[CH:3]=[N:4][CH:5]=[CH:6][C:7]=1[C:8](=[O:20])[CH2:9][C:10]1[CH:15]=[CH:14][C:13]([C:16]([F:17])([F:19])[F:18])=[CH:12][CH:11]=1. (2) Reactant: [NH2:1][N:2]1[CH2:6][CH2:5][CH2:4][CH:3]1[C:7]([O:9][CH3:10])=[O:8].[CH3:11][C:12]([CH3:17])([CH3:16])[CH2:13][CH:14]=O. Product: [CH3:10][O:9][C:7]([CH:3]1[CH2:4][CH2:5][CH2:6][N:2]1[N:1]=[CH:14][CH2:13][C:12]([CH3:17])([CH3:16])[CH3:11])=[O:8]. The catalyst class is: 5.